Dataset: CYP1A2 inhibition data for predicting drug metabolism from PubChem BioAssay. Task: Regression/Classification. Given a drug SMILES string, predict its absorption, distribution, metabolism, or excretion properties. Task type varies by dataset: regression for continuous measurements (e.g., permeability, clearance, half-life) or binary classification for categorical outcomes (e.g., BBB penetration, CYP inhibition). Dataset: cyp1a2_veith. (1) The compound is O=C(C[C@@H]1C=Cc2ccccc2N1C(=O)c1ccccc1)c1ccccc1. The result is 0 (non-inhibitor). (2) The drug is O=c1cc(N2CCCCC2)c(-c2ccccc2)nn1Cc1ccccc1Cl. The result is 1 (inhibitor). (3) The drug is CCCN(CCC)C(=S)NC(=O)c1ccc(Cl)cc1Cl. The result is 1 (inhibitor). (4) The compound is O=C(O)C/C(=C\c1ccco1)C(=O)O. The result is 0 (non-inhibitor). (5) The drug is Cc1ccc(NS(=O)(=O)c2cc(C(=O)N3CCc4ccccc4C3)ccc2Cl)cc1. The result is 1 (inhibitor). (6) The drug is COC(=O)Nc1nc2ccc(SC(C)C)cc2[nH]1. The result is 1 (inhibitor). (7) The compound is CCN1C(=O)[C@H]2CC[C@@H]3/C(=N\O[C@@H]4O[C@@H](COC(C)=O)[C@@H](OC(C)=O)[C@@H](OC(C)=O)[C@H]4OC(C)=O)C[C@@H](O)[C@@H](O)[C@@H]3[C@@H]2C1=O. The result is 0 (non-inhibitor). (8) The molecule is CN(C)c1ccc(-c2nc(-n3ccnc3)c3ccccc3n2)cc1. The result is 1 (inhibitor). (9) The compound is COC(=O)C1C(=O)C2=C(CC1C)NC(=O)CC2c1cccc(C)c1. The result is 0 (non-inhibitor).